The task is: Predict which catalyst facilitates the given reaction.. This data is from Catalyst prediction with 721,799 reactions and 888 catalyst types from USPTO. (1) Reactant: Br[C:2]1[N:3]=[C:4]2[N:11]([CH2:12][C:13]3[CH:18]=[CH:17][C:16]([O:19][CH3:20])=[CH:15][C:14]=3[O:21][CH3:22])[C:10](=[O:23])[CH2:9][N:8]([C:24]([NH:26][CH:27]([C:30]3[CH:35]=[CH:34][C:33]([O:36][C:37]([F:40])([F:39])[F:38])=[CH:32][CH:31]=3)[CH2:28][CH3:29])=[O:25])[C:5]2=[N:6][CH:7]=1.[CH3:41][Zn]C.CCCCCC.O. Product: [CH3:22][O:21][C:14]1[CH:15]=[C:16]([O:19][CH3:20])[CH:17]=[CH:18][C:13]=1[CH2:12][N:11]1[C:4]2[C:5](=[N:6][CH:7]=[C:2]([CH3:41])[N:3]=2)[N:8]([C:24]([NH:26][CH:27]([C:30]2[CH:35]=[CH:34][C:33]([O:36][C:37]([F:38])([F:39])[F:40])=[CH:32][CH:31]=2)[CH2:28][CH3:29])=[O:25])[CH2:9][C:10]1=[O:23]. The catalyst class is: 12. (2) Reactant: [C:1]([C:3]([O:5][C:6]1[CH:11]=[CH:10][CH:9]=[CH:8][CH:7]=1)=[O:4])#[CH:2]. Product: [C:1]1([C:3]([O:5][C:6]2[CH:11]=[CH:10][CH:9]=[CH:8][CH:7]=2)=[O:4])[CH:2]=[C:1]([C:3]([O:5][C:6]2[CH:11]=[CH:10][CH:9]=[CH:8][CH:7]=2)=[O:4])[CH:2]=[C:1]([C:3]([O:5][C:6]2[CH:11]=[CH:10][CH:9]=[CH:8][CH:7]=2)=[O:4])[CH:2]=1. The catalyst class is: 3. (3) Product: [ClH:40].[F:32][C:26]1[CH:27]=[C:28]([F:31])[CH:29]=[CH:30][C:25]=1[CH:24]1[N:20]([C:16]2[CH:17]=[CH:18][CH:19]=[C:14]([C:11]3[CH2:12][CH2:13][NH:8][CH2:9][CH:10]=3)[CH:15]=2)[N:21]=[C:22]([C:33]([F:38])([F:39])[C:34]([F:37])([F:36])[F:35])[CH2:23]1. The catalyst class is: 13. Reactant: C([N:8]1[CH2:13][CH:12]=[C:11]([C:14]2[CH:15]=[C:16]([N:20]3[CH:24]([C:25]4[CH:30]=[CH:29][C:28]([F:31])=[CH:27][C:26]=4[F:32])[CH2:23][C:22]([C:33]([F:39])([F:38])[C:34]([F:37])([F:36])[F:35])=[N:21]3)[CH:17]=[CH:18][CH:19]=2)[CH2:10][CH2:9]1)(OC(C)(C)C)=O.[ClH:40]. (4) Reactant: ClC1C=CC=C(C(OO)=[O:9])C=1.[S:12]([O-:16])([O-])(=O)=O.[Mg+2].[C:18]([Si:22]([O:25][CH2:26][C@@H:27]1[C@@H:34]2[C@@H:30]([O:31][C:32]([CH3:36])([CH3:35])[O:33]2)[CH2:29][S:28]1)([CH3:24])[CH3:23])([CH3:21])([CH3:20])[CH3:19]. Product: [Si:22]([O:25][CH2:26][C@@H:27]1[C@@H:34]2[C@@H:30]([O:31][C:32]([CH3:35])([CH3:36])[O:33]2)[CH2:29][S@@:12]1=[O:16])([C:18]([CH3:21])([CH3:19])[CH3:20])([CH3:23])[CH3:24].[Si:22]([O:25][CH2:26][C@@H:27]1[C@@H:34]2[C@@H:30]([O:31][C:32]([CH3:36])([CH3:35])[O:33]2)[CH2:29][S@:28]1=[O:9])([C:18]([CH3:21])([CH3:19])[CH3:20])([CH3:24])[CH3:23]. The catalyst class is: 4. (5) Reactant: [F:1][C:2]1[C:7]([NH:8][CH3:9])=[CH:6][CH:5]=[C:4]([C:10]2[O:11][C:12]3[CH:18]=[CH:17][C:16]([O:19]C)=[CH:15][C:13]=3[CH:14]=2)[N:3]=1.B(Br)(Br)Br.C(=O)(O)[O-].[Na+]. Product: [F:1][C:2]1[N:3]=[C:4]([C:10]2[O:11][C:12]3[CH:18]=[CH:17][C:16]([OH:19])=[CH:15][C:13]=3[CH:14]=2)[CH:5]=[CH:6][C:7]=1[NH:8][CH3:9]. The catalyst class is: 4. (6) Reactant: [N+:1]([C:4]1[CH:9]=[CH:8][C:7]([S:10](Cl)(=[O:12])=[O:11])=[CH:6][CH:5]=1)([O-:3])=[O:2].[CH2:14]([N:16](CC)CC)C.CN. Product: [CH3:14][NH:16][S:10]([C:7]1[CH:8]=[CH:9][C:4]([N+:1]([O-:3])=[O:2])=[CH:5][CH:6]=1)(=[O:12])=[O:11]. The catalyst class is: 220.